Dataset: Retrosynthesis with 50K atom-mapped reactions and 10 reaction types from USPTO. Task: Predict the reactants needed to synthesize the given product. (1) Given the product ClCCCOCc1ccccc1, predict the reactants needed to synthesize it. The reactants are: BrCc1ccccc1.OCCCCl. (2) Given the product CS(=O)(=O)N(CCCC(=O)NN)c1cc2oc(-c3ccc(F)cc3)c(-c3ncc[nH]3)c2cc1C1CC1, predict the reactants needed to synthesize it. The reactants are: CC(C)(C)OC(=O)NNC(=O)CCCN(c1cc2oc(-c3ccc(F)cc3)c(-c3ncc[nH]3)c2cc1C1CC1)S(C)(=O)=O. (3) The reactants are: CCOC(=O)C1=Cc2cc(Cl)cc(C)c2NC1C(F)(F)F. Given the product Cc1cc(Cl)cc2c1NC(C(F)(F)F)C(C(=O)O)=C2, predict the reactants needed to synthesize it. (4) Given the product CC(C)(O)c1ccc(/C=C/C(=O)O)cc1O, predict the reactants needed to synthesize it. The reactants are: CCOC(=O)/C=C/c1ccc(C(C)(C)O)c(O)c1. (5) Given the product CCOC(=O)C1=C(CBr)NC(c2cscn2)=NC1c1ccc(Cl)cc1Cl, predict the reactants needed to synthesize it. The reactants are: CCOC(=O)C1=C(C)NC(c2cscn2)=NC1c1ccc(Cl)cc1Cl.O=C1CCC(=O)N1Br. (6) Given the product CC(C)(C)OC(=O)NCCc1ccc(N)cc1F, predict the reactants needed to synthesize it. The reactants are: CC(C)(C)OC(=O)OC(=O)OC(C)(C)C.NCCc1ccc(N)cc1F. (7) Given the product C=C=CCOc1ccc(S(=O)(=O)N2CCSC(C)(C)[C@@H]2C(=O)OC)cc1, predict the reactants needed to synthesize it. The reactants are: C=C=CCOc1ccc(S(=O)(=O)Cl)cc1.COC(=O)[C@@H]1NCCSC1(C)C. (8) Given the product COc1c(C#N)cc(C(=O)N2CSc3ccccc32)cc1C(C)C, predict the reactants needed to synthesize it. The reactants are: COc1c(C#N)cc(C(=O)Cl)cc1C(C)C.c1ccc2c(c1)NCS2.